Dataset: Reaction yield outcomes from USPTO patents with 853,638 reactions. Task: Predict the reaction yield, written as a fraction of the theoretical maximum amount of product (1.0 means a 100% yield; for example, 0.34 means a 34% yield). (1) The reactants are C(OC(=O)[NH:7][C:8]1[S:9][C:10]2[CH:16]=[C:15]([CH:17]([C:19]3[CH:24]=[CH:23][C:22]([F:25])=[CH:21][CH:20]=3)O)[CH:14]=[C:13]([C:26]3[CH:31]=[CH:30][CH:29]=[C:28]([Br:32])[CH:27]=3)[C:11]=2[N:12]=1)(C)(C)C.[SiH](CC)(CC)CC.C(Cl)Cl.CCCCCC. The catalyst is C(O)(C(F)(F)F)=O.ClCCl. The product is [Br:32][C:28]1[CH:27]=[C:26]([C:13]2[C:11]3[N:12]=[C:8]([NH2:7])[S:9][C:10]=3[CH:16]=[C:15]([CH2:17][C:19]3[CH:20]=[CH:21][C:22]([F:25])=[CH:23][CH:24]=3)[CH:14]=2)[CH:31]=[CH:30][CH:29]=1. The yield is 0.650. (2) The reactants are [CH3:1][N:2]1[CH2:7][CH2:6][NH:5][CH2:4][CH2:3]1.F[C:9]1[CH:14]=[CH:13][C:12]([N+:15]([O-:17])=[O:16])=[CH:11][CH:10]=1.C([O-])([O-])=O.[K+].[K+]. The catalyst is CN(C=O)C.O. The product is [CH3:1][N:2]1[CH2:7][CH2:6][N:5]([C:9]2[CH:14]=[CH:13][C:12]([N+:15]([O-:17])=[O:16])=[CH:11][CH:10]=2)[CH2:4][CH2:3]1. The yield is 0.890. (3) The reactants are [CH3:1][O:2][C:3](=[O:39])[CH2:4][CH2:5][C:6]1[CH:11]=[CH:10][C:9]([O:12][CH:13]([C:15]2[O:19][C:18]([C:20]3[CH:25]=[CH:24][C:23](B4OC(C)(C)C(C)(C)O4)=[CH:22][CH:21]=3)=[N:17][C:16]=2[CH:35]([CH3:37])[CH3:36])[CH3:14])=[CH:8][C:7]=1[CH3:38].CC(O)=[O:42].OO.[O-]S([O-])(=S)=O.[Na+].[Na+]. The catalyst is C1COCC1.O. The product is [CH3:1][O:2][C:3](=[O:39])[CH2:4][CH2:5][C:6]1[CH:11]=[CH:10][C:9]([O:12][CH:13]([C:15]2[O:19][C:18]([C:20]3[CH:21]=[CH:22][C:23]([OH:42])=[CH:24][CH:25]=3)=[N:17][C:16]=2[CH:35]([CH3:37])[CH3:36])[CH3:14])=[CH:8][C:7]=1[CH3:38]. The yield is 0.870. (4) The reactants are C(Cl)(=O)C(Cl)=O.CS(C)=O.[F:11][C:12]1[CH:17]=[CH:16][CH:15]=[C:14]([CH2:18][OH:19])[C:13]=1[CH2:20][OH:21].C(N(CC)CC)C. The catalyst is ClCCl.ClCCl.CS(C)=O. The product is [F:11][C:12]1[CH:17]=[CH:16][CH:15]=[C:14]([CH:18]=[O:19])[C:13]=1[CH:20]=[O:21]. The yield is 0.730. (5) The reactants are C([O:3][CH:4](OCC)[C:5]1[S:6][CH:7]=[C:8]([C:10]([O:12][CH2:13][CH3:14])=[O:11])[N:9]=1)C.Cl. The catalyst is CC(C)=O. The product is [CH:4]([C:5]1[S:6][CH:7]=[C:8]([C:10]([O:12][CH2:13][CH3:14])=[O:11])[N:9]=1)=[O:3]. The yield is 0.980. (6) The reactants are [CH3:1][O:2][C:3](=[O:9])[CH2:4][CH2:5][CH:6]([OH:8])[CH3:7].[F:10][C:11]1[CH:16]=[C:15]([B:17]2[O:21][C:20]([CH3:23])([CH3:22])[C:19]([CH3:25])([CH3:24])[O:18]2)[CH:14]=[C:13]([F:26])[C:12]=1O.C1(P(C2C=CC=CC=2)C2C=CC=CC=2)C=CC=CC=1.N(C(OC(C)C)=O)=NC(OC(C)C)=O. The catalyst is C1COCC1. The product is [CH3:1][O:2][C:3](=[O:9])[CH2:4][CH2:5][CH:6]([O:8][C:12]1[C:13]([F:26])=[CH:14][C:15]([B:17]2[O:21][C:20]([CH3:22])([CH3:23])[C:19]([CH3:25])([CH3:24])[O:18]2)=[CH:16][C:11]=1[F:10])[CH3:7]. The yield is 0.700. (7) The yield is 0.620. The product is [Br:1][C:2]1[C:3]([F:16])=[C:4]([NH:8][N:24]=[C:32]([C:31](=[O:37])[CH2:30][O:29][CH3:28])[C:33]([O:35][CH3:36])=[O:34])[CH:5]=[CH:6][CH:7]=1. The reactants are [Br:1][C:2]1[C:3]([F:16])=[C:4]([NH:8]C(=O)OC(C)(C)C)[CH:5]=[CH:6][CH:7]=1.Cl.CCOC(C)=O.[N:24]([O-])=O.[Na+].[CH3:28][O:29][CH2:30][C:31](=[O:37])[CH2:32][C:33]([O:35][CH3:36])=[O:34].CC([O-])=O.[Na+]. The catalyst is CCOC(C)=O.O.CCO. (8) The reactants are [Cl:1][C:2]1[C:3]([C:12]2[N:16]([CH3:17])[C:15]3[CH:18]=[CH:19][CH:20]=[CH:21][C:14]=3[N:13]=2)=[N:4][C:5](S(C)(=O)=O)=[N:6][CH:7]=1.[NH:22]1[CH2:27][CH2:26][NH:25][CH2:24][CH2:23]1.ClCCl.CO. The catalyst is C1COCC1. The product is [Cl:1][C:2]1[C:3]([C:12]2[N:16]([CH3:17])[C:15]3[CH:18]=[CH:19][CH:20]=[CH:21][C:14]=3[N:13]=2)=[N:4][C:5]([N:22]2[CH2:27][CH2:26][NH:25][CH2:24][CH2:23]2)=[N:6][CH:7]=1. The yield is 0.650. (9) The yield is 0.700. The reactants are Cl.[F:2][C:3]([F:35])([F:34])[C:4]1[CH:5]=[C:6]([C@H:14]([N:16]([CH3:33])[C:17]([C@H:19]2[CH2:24][CH2:23][NH:22][CH2:21][C@@H:20]2[C:25]2[CH:30]=[CH:29][C:28]([F:31])=[CH:27][C:26]=2[CH3:32])=[O:18])[CH3:15])[CH:7]=[C:8]([C:10]([F:13])([F:12])[F:11])[CH:9]=1.[C:36](O)(=[O:40])[C:37]([NH2:39])=[O:38].CCN=C=NCCCN(C)C.Cl.C1C=CC2N(O)N=NC=2C=1. The catalyst is CC#N.O.CCN(CC)CC. The product is [NH2:39][C:37](=[O:38])[C:36]([N:22]1[CH2:23][CH2:24][C@H:19]([C:17]([N:16]([C@@H:14]([C:6]2[CH:7]=[C:8]([C:10]([F:12])([F:13])[F:11])[CH:9]=[C:4]([C:3]([F:2])([F:34])[F:35])[CH:5]=2)[CH3:15])[CH3:33])=[O:18])[C@@H:20]([C:25]2[CH:30]=[CH:29][C:28]([F:31])=[CH:27][C:26]=2[CH3:32])[CH2:21]1)=[O:40].